The task is: Binary Classification. Given a T-cell receptor sequence (or CDR3 region) and an epitope sequence, predict whether binding occurs between them.. This data is from TCR-epitope binding with 47,182 pairs between 192 epitopes and 23,139 TCRs. (1) The epitope is SQASSRSSSR. The TCR CDR3 sequence is CASSPDRRLRTEAFF. Result: 0 (the TCR does not bind to the epitope). (2) The epitope is GTSGSPIIDK. The TCR CDR3 sequence is CASSPRQMRGARNQPQHF. Result: 0 (the TCR does not bind to the epitope). (3) Result: 0 (the TCR does not bind to the epitope). The epitope is LLALHRSYL. The TCR CDR3 sequence is CASSQDVPNEQFF. (4) Result: 0 (the TCR does not bind to the epitope). The TCR CDR3 sequence is CASSSARDLVNEQYF. The epitope is ILGLPTQTV.